Task: Predict the reactants needed to synthesize the given product.. Dataset: Full USPTO retrosynthesis dataset with 1.9M reactions from patents (1976-2016) (1) Given the product [C:14]([NH:13][C:11]([C:10]1[C:4]2[C:5](=[N:6][CH:7]=[C:2]([NH:35][C:32]3[CH:31]=[N:30][N:29]([CH3:28])[C:33]=3[CH3:34])[N:3]=2)[N:8]([CH2:18][O:19][CH2:20][CH2:21][Si:22]([CH3:25])([CH3:24])[CH3:23])[CH:9]=1)=[O:12])([CH3:17])([CH3:16])[CH3:15], predict the reactants needed to synthesize it. The reactants are: Br[C:2]1[N:3]=[C:4]2[C:10]([C:11]([NH:13][C:14]([CH3:17])([CH3:16])[CH3:15])=[O:12])=[CH:9][N:8]([CH2:18][O:19][CH2:20][CH2:21][Si:22]([CH3:25])([CH3:24])[CH3:23])[C:5]2=[N:6][CH:7]=1.Cl.Cl.[CH3:28][N:29]1[C:33]([CH3:34])=[C:32]([NH2:35])[CH:31]=[N:30]1.C1C=CC(P(C2C(C3C(P(C4C=CC=CC=4)C4C=CC=CC=4)=CC=C4C=3C=CC=C4)=C3C(C=CC=C3)=CC=2)C2C=CC=CC=2)=CC=1. (2) Given the product [CH2:1]([C:5]1[N:6]=[C:7]([CH3:35])[N:8]([CH2:31][C:32]([N:36]2[CH2:41][CH2:40][O:39][CH2:38][CH2:37]2)=[O:34])[C:9](=[O:30])[C:10]=1[CH2:11][C:12]1[CH:17]=[CH:16][C:15]([C:18]2[CH:23]=[CH:22][CH:21]=[CH:20][C:19]=2[C:24]2[NH:28][C:27](=[O:29])[O:26][N:25]=2)=[CH:14][CH:13]=1)[CH2:2][CH2:3][CH3:4], predict the reactants needed to synthesize it. The reactants are: [CH2:1]([C:5]1[N:6]=[C:7]([CH3:35])[N:8]([CH2:31][C:32]([OH:34])=O)[C:9](=[O:30])[C:10]=1[CH2:11][C:12]1[CH:17]=[CH:16][C:15]([C:18]2[CH:23]=[CH:22][CH:21]=[CH:20][C:19]=2[C:24]2[NH:28][C:27](=[O:29])[O:26][N:25]=2)=[CH:14][CH:13]=1)[CH2:2][CH2:3][CH3:4].[NH:36]1[CH2:41][CH2:40][O:39][CH2:38][CH2:37]1.ON1C2C=CC=CC=2N=N1.Cl.C(N=C=NCCCN(C)C)C. (3) Given the product [Cl:1][C:2]1[CH:7]=[CH:6][C:5]([C@H:8]2[C@H:13]([OH:14])[C@@H:12]([OH:15])[C@H:11]([OH:16])[C@@H:10]([CH2:17][OH:18])[O:9]2)=[CH:4][C:3]=1[CH2:21][C:22]1[CH:23]=[C:24]2[C:29](=[CH:30][CH:31]=1)[N:28]([CH2:32][C:33]1[CH:34]=[CH:35][C:36]([O:39][CH3:40])=[CH:37][CH:38]=1)[CH2:27][CH2:26][CH2:25]2, predict the reactants needed to synthesize it. The reactants are: [Cl:1][C:2]1[CH:7]=[CH:6][C:5]([C@@:8]2(OC)[C@H:13]([OH:14])[C@@H:12]([OH:15])[C@H:11]([OH:16])[C@@H:10]([CH2:17][OH:18])[O:9]2)=[CH:4][C:3]=1[CH2:21][C:22]1[CH:23]=[C:24]2[C:29](=[CH:30][CH:31]=1)[N:28]([CH2:32][C:33]1[CH:38]=[CH:37][C:36]([O:39][CH3:40])=[CH:35][CH:34]=1)[CH2:27][CH2:26][CH2:25]2.C([SiH](CC)CC)C.B(F)(F)F. (4) Given the product [CH3:1][N:2]1[CH:6]=[C:5]([C:7]2[CH:8]=[N:9][C:10]([N:13]3[C:21]4[C:16](=[CH:17][CH:18]=[C:19]([C:22]([N:24]5[CH2:25][CH2:26][O:27][CH2:28][CH2:29]5)=[O:23])[CH:20]=4)[C:15]([S:30]([CH3:31])=[O:37])=[CH:14]3)=[N:11][CH:12]=2)[CH:4]=[N:3]1, predict the reactants needed to synthesize it. The reactants are: [CH3:1][N:2]1[CH:6]=[C:5]([C:7]2[CH:8]=[N:9][C:10]([N:13]3[C:21]4[C:16](=[CH:17][CH:18]=[C:19]([C:22]([N:24]5[CH2:29][CH2:28][O:27][CH2:26][CH2:25]5)=[O:23])[CH:20]=4)[C:15]([S:30][CH3:31])=[CH:14]3)=[N:11][CH:12]=2)[CH:4]=[N:3]1.ClC1C=C(C=CC=1)C(OO)=[O:37].COC1C=CN=C(C2C=NC(N3C4C(=CC=C(C(N5CCOCC5)=O)C=4)C(S(C)=O)=C3)=NC=2)C=1. (5) Given the product [CH3:49][O:50][C:51]1[CH:52]=[C:53]([NH:57][C:22](=[O:24])[CH2:21][O:20][C:19]2[CH:25]=[CH:26][C:16]([O:15][C:6]3[C:5]4[C:10](=[CH:11][C:12]([O:13][CH3:14])=[C:3]([O:2][CH3:1])[CH:4]=4)[N:9]=[CH:8][CH:7]=3)=[CH:17][CH:18]=2)[CH:54]=[CH:55][CH:56]=1, predict the reactants needed to synthesize it. The reactants are: [CH3:1][O:2][C:3]1[CH:4]=[C:5]2[C:10](=[CH:11][C:12]=1[O:13][CH3:14])[N:9]=[CH:8][CH:7]=[C:6]2[O:15][C:16]1[CH:26]=[CH:25][C:19]([O:20][CH2:21][C:22]([OH:24])=O)=[CH:18][CH:17]=1.CCN=C=NCCCN(C)C.Cl.C1C=CC2N(O)N=NC=2C=1.[CH3:49][O:50][C:51]1[CH:56]=[CH:55][CH:54]=[C:53]([NH2:57])[CH:52]=1.C(=O)([O-])O.[Na+]. (6) Given the product [OH:54][CH2:53][CH2:52][CH2:51][CH2:50][NH:49][C:8](=[O:10])[C:7]1[CH:6]=[CH:5][C:4]([O:3][CH2:1][CH3:2])=[CH:12][CH:11]=1, predict the reactants needed to synthesize it. The reactants are: [CH2:1]([O:3][C:4]1[CH:12]=[CH:11][C:7]([C:8]([OH:10])=O)=[CH:6][CH:5]=1)[CH3:2].FC1C=CC2C(N3CCCN(CCCCNC(C4C=C5C(=CC=4)NC=C5)=O)CC3)=CSC=2C=1.C(=O)=O.[NH2:49][CH2:50][CH2:51][CH2:52][CH2:53][OH:54]. (7) Given the product [C:19]([O:23][C:24]([N:11]1[C:12]2[C:8](=[CH:7][CH:6]=[C:5]([O:4][C:3]3[CH:15]=[CH:16][CH:17]=[CH:18][C:2]=3[F:1])[CH:13]=2)[C:9]([I:14])=[N:10]1)=[O:25])([CH3:22])([CH3:21])[CH3:20], predict the reactants needed to synthesize it. The reactants are: [F:1][C:2]1[CH:18]=[CH:17][CH:16]=[CH:15][C:3]=1[O:4][C:5]1[CH:13]=[C:12]2[C:8]([C:9]([I:14])=[N:10][NH:11]2)=[CH:7][CH:6]=1.[C:19]([O:23][C:24](O[C:24]([O:23][C:19]([CH3:22])([CH3:21])[CH3:20])=[O:25])=[O:25])([CH3:22])([CH3:21])[CH3:20].